Dataset: Catalyst prediction with 721,799 reactions and 888 catalyst types from USPTO. Task: Predict which catalyst facilitates the given reaction. (1) Reactant: [C:1]1([C@@H:7]2[CH2:9][C@H:8]2[C:10]([OH:12])=O)[CH:6]=[CH:5][CH:4]=[CH:3][CH:2]=1.[C:13]1([C@H:19]([CH2:21][OH:22])[NH2:20])[CH:18]=[CH:17][CH:16]=[CH:15][CH:14]=1.C1C=CC2N(O)N=NC=2C=1.CCN=C=NCCCN(C)C.Cl. Product: [OH:22][CH2:21][CH:19]([NH:20][C:10]([C@@H:8]1[CH2:9][C@H:7]1[C:1]1[CH:2]=[CH:3][CH:4]=[CH:5][CH:6]=1)=[O:12])[C:13]1[CH:18]=[CH:17][CH:16]=[CH:15][CH:14]=1. The catalyst class is: 2. (2) Reactant: [F:1][CH:2]([F:42])[O:3][C:4]1[CH:5]=[C:6]2[C:10](=[CH:11][CH:12]=1)[N:9]([CH3:13])[N:8]=[C:7]2[C:14]1[N:15]=[C:16]2[C:22]([C:23]([NH:25][C:26]3([CH2:32][OH:33])[CH2:31][CH2:30][O:29][CH2:28][CH2:27]3)=[O:24])=[CH:21][N:20](COCC[Si](C)(C)C)[C:17]2=[N:18][CH:19]=1.[F-].[Cs+].C1OCCOCCOCCOCCOCCOC1. Product: [F:42][CH:2]([F:1])[O:3][C:4]1[CH:5]=[C:6]2[C:10](=[CH:11][CH:12]=1)[N:9]([CH3:13])[N:8]=[C:7]2[C:14]1[N:15]=[C:16]2[C:22]([C:23]([NH:25][C:26]3([CH2:32][OH:33])[CH2:27][CH2:28][O:29][CH2:30][CH2:31]3)=[O:24])=[CH:21][NH:20][C:17]2=[N:18][CH:19]=1. The catalyst class is: 245. (3) Reactant: [C:1]([C:3]1[CH:8]=[CH:7][C:6]([NH:9][CH:10]([C:16]2[CH:21]=[C:20]([C:22]#[C:23][Si](C)(C)C)[CH:19]=[C:18]([CH2:28][N:29]3[CH2:33][CH2:32][CH2:31][CH2:30]3)[CH:17]=2)[C:11]([O:13][CH2:14][CH3:15])=[O:12])=[CH:5][CH:4]=1)#[N:2].[F-].C([N+](CCCC)(CCCC)CCCC)CCC.O. Product: [C:1]([C:3]1[CH:4]=[CH:5][C:6]([NH:9][CH:10]([C:16]2[CH:17]=[C:18]([CH2:28][N:29]3[CH2:30][CH2:31][CH2:32][CH2:33]3)[CH:19]=[C:20]([C:22]#[CH:23])[CH:21]=2)[C:11]([O:13][CH2:14][CH3:15])=[O:12])=[CH:7][CH:8]=1)#[N:2]. The catalyst class is: 1. (4) Reactant: ClC(OCC)=O.[Cl:7][C:8]1[CH:18]=[CH:17][C:11]([CH:12]=[CH:13][C:14](O)=[O:15])=[CH:10][CH:9]=1.[BH4-].[Na+]. Product: [Cl:7][C:8]1[CH:9]=[CH:10][C:11]([CH:12]=[CH:13][CH2:14][OH:15])=[CH:17][CH:18]=1. The catalyst class is: 1. (5) Reactant: [OH:1][C:2]1[CH:7]=[C:6]([CH3:8])[C:5]([C:9](=[O:11])[CH3:10])=[C:4]([CH3:12])[CH:3]=1.Cl[CH2:14][CH2:15][CH2:16][O:17][CH3:18]. Product: [CH3:18][O:17][CH2:16][CH2:15][CH2:14][O:1][C:2]1[CH:3]=[C:4]([CH3:12])[C:5]([C:9](=[O:11])[CH3:10])=[C:6]([CH3:8])[CH:7]=1. The catalyst class is: 611. (6) Reactant: [NH2:1][C:2]1[CH:7]=[CH:6][C:5]([Br:8])=[CH:4][C:3]=1[C:9]([C:11]1[CH:16]=[CH:15][C:14]([S:17]([CH3:20])(=[O:19])=[O:18])=[CH:13][CH:12]=1)=O.[F:21][C:22]([F:30])([F:29])[C:23](=[O:28])[CH2:24][C:25](=O)[CH3:26].C(O)(C)C. Product: [Br:8][C:5]1[CH:4]=[C:3]2[C:2](=[CH:7][CH:6]=1)[N:1]=[C:25]([CH3:26])[C:24]([C:23](=[O:28])[C:22]([F:30])([F:29])[F:21])=[C:9]2[C:11]1[CH:16]=[CH:15][C:14]([S:17]([CH3:20])(=[O:19])=[O:18])=[CH:13][CH:12]=1. The catalyst class is: 644. (7) Reactant: Cl[CH2:2][C:3]([N:5]1[CH2:10][CH2:9][N:8]([C:11]2[CH:16]=[CH:15][C:14]([F:17])=[CH:13][CH:12]=2)[CH2:7][CH2:6]1)=[O:4].C(=O)([O-])[O-].[K+].[K+].[N+:24]([C:27]1[CH:28]=[C:29]2[C:33](=[CH:34][CH:35]=1)[NH:32][N:31]=[CH:30]2)([O-:26])=[O:25]. Product: [F:17][C:14]1[CH:15]=[CH:16][C:11]([N:8]2[CH2:9][CH2:10][N:5]([C:3](=[O:4])[CH2:2][N:32]3[C:33]4[C:29](=[CH:28][C:27]([N+:24]([O-:26])=[O:25])=[CH:35][CH:34]=4)[CH:30]=[N:31]3)[CH2:6][CH2:7]2)=[CH:12][CH:13]=1. The catalyst class is: 3.